From a dataset of Catalyst prediction with 721,799 reactions and 888 catalyst types from USPTO. Predict which catalyst facilitates the given reaction. (1) Reactant: [C:1]([O:5][C:6](=[O:19])[NH:7][CH2:8][C@@H:9]1[CH2:11][C@H:10]1[C:12]1[CH:17]=[CH:16][C:15](Br)=[CH:14][CH:13]=1)([CH3:4])([CH3:3])[CH3:2].C([O-])([O-])=O.[K+].[K+].[Cl:26][C:27]1[CH:32]=[CH:31][C:30](B(O)O)=[CH:29][CH:28]=1. Product: [C:1]([O:5][C:6](=[O:19])[NH:7][CH2:8][C@@H:9]1[CH2:11][C@H:10]1[C:12]1[CH:17]=[CH:16][C:15]([C:30]2[CH:31]=[CH:32][C:27]([Cl:26])=[CH:28][CH:29]=2)=[CH:14][CH:13]=1)([CH3:4])([CH3:3])[CH3:2]. The catalyst class is: 564. (2) Reactant: C[Si]([N-][Si](C)(C)C)(C)C.[Na+].[Cl:11][C:12]1[CH:13]=[C:14]([CH2:18][C:19]([OH:21])=O)[CH:15]=[CH:16][CH:17]=1.[Cl:22][C:23]1[CH:32]=[CH:31][C:26](C(OC)=O)=[CH:25][CH:24]=1. Product: [Cl:11][C:12]1[CH:13]=[C:14]([CH2:18][C:19]([C:26]2[CH:31]=[CH:32][C:23]([Cl:22])=[CH:24][CH:25]=2)=[O:21])[CH:15]=[CH:16][CH:17]=1. The catalyst class is: 7.